Dataset: Catalyst prediction with 721,799 reactions and 888 catalyst types from USPTO. Task: Predict which catalyst facilitates the given reaction. (1) Reactant: Br[C:2]1[CH:3]=[C:4]2[C:9](=[CH:10][CH:11]=1)[CH2:8][C@@H:7]([N:12]([CH3:26])[C:13]([C:15]1[CH:20]=[CH:19][C:18]([O:21][CH2:22][CH:23]3[CH2:25][CH2:24]3)=[CH:17][N:16]=1)=[O:14])[CH2:6][CH2:5]2.[CH2:27](C([Sn])=C(CCCC)CCCC)[CH2:28]CC.C1(P(C2C=CC=CC=2)C2C=CC=CC=2)C=CC=CC=1.C(N(C(C)C)CC)(C)C. Product: [CH3:26][N:12]([C@H:7]1[CH2:6][CH2:5][C:4]2[C:9](=[CH:10][CH:11]=[C:2]([CH:27]=[CH2:28])[CH:3]=2)[CH2:8]1)[C:13]([C:15]1[CH:20]=[CH:19][C:18]([O:21][CH2:22][CH:23]2[CH2:25][CH2:24]2)=[CH:17][N:16]=1)=[O:14]. The catalyst class is: 826. (2) Reactant: [NH2:1][C@H:2]([CH2:7][CH2:8][S:9][CH3:10])[C:3]([CH3:6])([OH:5])[CH3:4].C(N(CC)CC)C.[C:18](Cl)(=[O:25])[C:19]1[CH:24]=[CH:23][CH:22]=[CH:21][CH:20]=1. Product: [OH:5][C:3]([CH3:6])([CH3:4])[C@H:2]([NH:1][C:18](=[O:25])[C:19]1[CH:24]=[CH:23][CH:22]=[CH:21][CH:20]=1)[CH2:7][CH2:8][S:9][CH3:10]. The catalyst class is: 4. (3) Reactant: [NH2:1][C:2]1[C:10]([Cl:11])=[C:9]([CH:12]=[O:13])[C:8]([C:14]([F:17])([F:16])[F:15])=[CH:7][C:3]=1[C:4]([OH:6])=O.C1C=CC2N(O)N=NC=2C=1.Cl.[Cl:29][C:30]1[CH:31]=[CH:32][C:33]([S:38]([CH2:41][CH3:42])(=[O:40])=[O:39])=[C:34]([CH:37]=1)[CH2:35][NH2:36].CCN(C(C)C)C(C)C.Cl.[OH-].[Na+]. Product: [NH2:1][C:2]1[C:10]([Cl:11])=[C:9]([CH:12]=[O:13])[C:8]([C:14]([F:17])([F:16])[F:15])=[CH:7][C:3]=1[C:4]([NH:36][CH2:35][C:34]1[CH:37]=[C:30]([Cl:29])[CH:31]=[CH:32][C:33]=1[S:38]([CH2:41][CH3:42])(=[O:40])=[O:39])=[O:6]. The catalyst class is: 2. (4) Reactant: C([NH:4]/[N:5]=[CH:6]/[C:7]1[N:17]=[CH:16][CH:15]=[C:14]([Cl:18])[C:8]=1[C:9](OCC)=[O:10])(=O)C.[OH-].[Na+]. Product: [Cl:18][C:14]1[C:8]2[C:9](=[O:10])[NH:4][N:5]=[CH:6][C:7]=2[N:17]=[CH:16][CH:15]=1. The catalyst class is: 12.